Dataset: Forward reaction prediction with 1.9M reactions from USPTO patents (1976-2016). Task: Predict the product of the given reaction. (1) Given the reactants [CH2:1]([OH:8])[CH2:2][CH2:3][CH2:4][CH2:5][CH2:6][OH:7].[N+:9]([C:12]1[CH:19]=[CH:18][CH:17]=[C:16]([N+]([O-])=O)[C:13]=1[C:14]#[N:15])([O-:11])=[O:10], predict the reaction product. The product is: [OH:7][CH2:6][CH2:5][CH2:4][CH2:3][CH2:2][CH2:1][O:8][C:16]1[CH:17]=[CH:18][CH:19]=[C:12]([N+:9]([O-:11])=[O:10])[C:13]=1[C:14]#[N:15]. (2) Given the reactants [N+:1]([O:4][CH:5]1[CH2:10][CH2:9][N:8]([C:11]([O:13][C@@H:14]2[CH2:18][O:17][C@@H:16]3[C@H:19]([OH:22])[CH2:20][O:21][C@H:15]23)=[O:12])[CH2:7][CH2:6]1)([O-:3])=[O:2].CCN(CC)CC.Cl[C:31]([O:33][C:34]1[CH:39]=[CH:38][C:37]([N+:40]([O-:42])=[O:41])=[CH:36][CH:35]=1)=[O:32], predict the reaction product. The product is: [N+:40]([C:37]1[CH:38]=[CH:39][C:34]([O:33][C:31]([O:22][C@H:19]2[C@H:16]3[O:17][CH2:18][C@@H:14]([O:13][C:11]([N:8]4[CH2:7][CH2:6][CH:5]([O:4][N+:1]([O-:3])=[O:2])[CH2:10][CH2:9]4)=[O:12])[C@H:15]3[O:21][CH2:20]2)=[O:32])=[CH:35][CH:36]=1)([O-:42])=[O:41]. (3) Given the reactants [F:1][C:2]([F:28])([F:27])[C:3]1[CH:8]=[CH:7][C:6]([C:9]2[N:14]=[CH:13][N:12]=[C:11]([O:15][C:16]3[CH:17]=[CH:18][CH:19]=[C:20]4[C:25]=3[NH:24][C:23](=[O:26])[CH:22]=[N:21]4)[CH:10]=2)=[CH:5][CH:4]=1.[C:29]([O-])([O-])=O.[K+].[K+].IC, predict the reaction product. The product is: [CH3:29][N:24]1[C:25]2[C:20](=[CH:19][CH:18]=[CH:17][C:16]=2[O:15][C:11]2[CH:10]=[C:9]([C:6]3[CH:7]=[CH:8][C:3]([C:2]([F:27])([F:1])[F:28])=[CH:4][CH:5]=3)[N:14]=[CH:13][N:12]=2)[N:21]=[CH:22][C:23]1=[O:26]. (4) Given the reactants C[O:2][C:3](=O)[CH2:4][C:5](=O)[CH3:6].Br[CH2:10][C:11]([C:13]1[CH:18]=[CH:17][CH:16]=[CH:15][C:14]=1[O:19][C:20]([F:23])([F:22])[F:21])=O.[NH2:24][CH2:25][CH:26]1[CH2:31][CH2:30][CH2:29][CH2:28][CH:27]1[OH:32].[CH:33]1([NH2:39])[CH2:38][CH2:37][CH2:36][CH2:35][CH2:34]1, predict the reaction product. The product is: [CH:33]1([NH:39][C:3]([C:4]2[CH:10]=[C:11]([C:13]3[CH:18]=[CH:17][CH:16]=[CH:15][C:14]=3[O:19][C:20]([F:23])([F:22])[F:21])[N:24]([CH2:25][CH:26]3[CH2:31][CH2:30][CH2:29][CH2:28][CH:27]3[OH:32])[C:5]=2[CH3:6])=[O:2])[CH2:38][CH2:37][CH2:36][CH2:35][CH2:34]1. (5) The product is: [Cl:28][C:29]1[C:34]([C:2]2[C:3]([N:22]3[CH2:26][CH2:25][C@@H:24]([OH:27])[CH2:23]3)=[N:4][CH:5]=[C:6]([C:7]([NH:9][C:10]3[CH:15]=[CH:14][C:13]([O:16][C:17]([Cl:20])([F:19])[F:18])=[CH:12][CH:11]=3)=[O:8])[CH:21]=2)=[CH:33][C:32]([F:44])=[CH:31][N:30]=1. Given the reactants Br[C:2]1[C:3]([N:22]2[CH2:26][CH2:25][C@@H:24]([OH:27])[CH2:23]2)=[N:4][CH:5]=[C:6]([CH:21]=1)[C:7]([NH:9][C:10]1[CH:15]=[CH:14][C:13]([O:16][C:17]([Cl:20])([F:19])[F:18])=[CH:12][CH:11]=1)=[O:8].[Cl:28][C:29]1[C:34](B2OC(C)(C)C(C)(C)O2)=[CH:33][C:32]([F:44])=[CH:31][N:30]=1, predict the reaction product. (6) Given the reactants [Cl:1][C:2]1[C:7]([CH3:8])=[CH:6][CH:5]=[C:4]([Cl:9])[C:3]=1[OH:10].[C:11](OC(=O)C)(=[O:13])[CH3:12], predict the reaction product. The product is: [Cl:1][C:2]1[C:7]([CH3:8])=[CH:6][CH:5]=[C:4]([Cl:9])[C:3]=1[O:10][C:11](=[O:13])[CH3:12]. (7) Given the reactants Br[C:2]1[C:3]2[C:4]3[CH:18]=[CH:17][S:16][C:5]=3[C:6](=[O:15])[NH:7][C:8]=2[C:9]([CH3:14])=[CH:10][C:11]=1[O:12][CH3:13].[C:19]([O:23][C:24](=[O:45])[NH:25][CH2:26][C@H:27]([C:29]1[CH:34]=[CH:33][C:32](B2OC(C)(C)C(C)(C)O2)=[CH:31][C:30]=1[F:44])[CH3:28])([CH3:22])([CH3:21])[CH3:20], predict the reaction product. The product is: [F:44][C:30]1[CH:31]=[C:32]([C:2]2[C:3]3[C:4]4[CH:18]=[CH:17][S:16][C:5]=4[C:6](=[O:15])[NH:7][C:8]=3[C:9]([CH3:14])=[CH:10][C:11]=2[O:12][CH3:13])[CH:33]=[CH:34][C:29]=1[C@H:27]([CH3:28])[CH2:26][NH:25][C:24](=[O:45])[O:23][C:19]([CH3:21])([CH3:20])[CH3:22].